Dataset: Reaction yield outcomes from USPTO patents with 853,638 reactions. Task: Predict the reaction yield, written as a fraction of the theoretical maximum amount of product (1.0 means a 100% yield; for example, 0.34 means a 34% yield). (1) The reactants are [N:1]([CH:4]([CH3:14])[CH2:5][NH:6][C:7](=[O:13])[O:8][C:9]([CH3:12])([CH3:11])[CH3:10])=[N+]=[N-]. The catalyst is CO.[Pd]. The product is [NH2:1][CH:4]([CH3:14])[CH2:5][NH:6][C:7](=[O:13])[O:8][C:9]([CH3:11])([CH3:10])[CH3:12]. The yield is 0.837. (2) The reactants are [N+:1]([C:4]1[CH:9]=[C:8]([C:10]([F:13])([F:12])[F:11])[CH:7]=[CH:6][C:5]=1[S:14](Cl)(=[O:16])=[O:15])([O-:3])=[O:2].[Cl:18][C:19]1[CH:28]=[CH:27][C:26]([NH2:29])=[C:25]2[C:20]=1[CH:21]=[CH:22][CH:23]=[N:24]2.N1C=CC=CC=1. The catalyst is CN(C1C=CN=CC=1)C.C(Cl)Cl. The product is [Cl:18][C:19]1[CH:28]=[CH:27][C:26]([NH:29][S:14]([C:5]2[CH:6]=[CH:7][C:8]([C:10]([F:13])([F:12])[F:11])=[CH:9][C:4]=2[N+:1]([O-:3])=[O:2])(=[O:16])=[O:15])=[C:25]2[C:20]=1[CH:21]=[CH:22][CH:23]=[N:24]2. The yield is 0.450. (3) The product is [O:12]1[CH:13]=[CH:14][CH:15]=[C:11]1[C:9]1[N:10]=[C:6]([NH:5][C:3](=[O:4])[CH2:2][N:30]2[CH2:31][CH2:32][CH:27]([O:26][CH3:25])[CH2:28][CH2:29]2)[S:7][C:8]=1[C:16]([CH:18]1[CH2:23][CH2:22][O:21][CH2:20][CH2:19]1)=[O:17]. The catalyst is C1COCC1. The reactants are Br[CH2:2][C:3]([NH:5][C:6]1[S:7][C:8]([C:16]([CH:18]2[CH2:23][CH2:22][O:21][CH2:20][CH2:19]2)=[O:17])=[C:9]([C:11]2[O:12][CH:13]=[CH:14][CH:15]=2)[N:10]=1)=[O:4].Cl.[CH3:25][O:26][CH:27]1[CH2:32][CH2:31][NH:30][CH2:29][CH2:28]1.C(N(CC)CC)C. The yield is 0.740.